The task is: Predict the reaction yield, written as a fraction of the theoretical maximum amount of product (1.0 means a 100% yield; for example, 0.34 means a 34% yield).. This data is from Reaction yield outcomes from USPTO patents with 853,638 reactions. (1) The reactants are [Cl:1][C:2]1[CH:3]=[C:4]2[C:8](=[CH:9][CH:10]=1)[NH:7][CH:6]=[C:5]2[CH2:11][CH2:12][NH:13][C:14](=[O:23])[C:15]1[CH:20]=[CH:19][C:18]([CH2:21]Cl)=[CH:17][CH:16]=1.[CH2:24]([NH2:31])[C:25]1[CH:30]=[CH:29][CH:28]=[CH:27][CH:26]=1.[I-].[Na+]. The catalyst is C1COCC1. The product is [CH2:24]([NH:31][CH2:21][C:18]1[CH:19]=[CH:20][C:15]([C:14]([NH:13][CH2:12][CH2:11][C:5]2[C:4]3[C:8](=[CH:9][CH:10]=[C:2]([Cl:1])[CH:3]=3)[NH:7][CH:6]=2)=[O:23])=[CH:16][CH:17]=1)[C:25]1[CH:30]=[CH:29][CH:28]=[CH:27][CH:26]=1. The yield is 0.610. (2) The reactants are [F:1][C:2]([F:15])([F:14])[C:3]1[CH:12]=[C:11]2[C:6]([C:7]([SH:13])=[CH:8][CH:9]=[N:10]2)=[CH:5][CH:4]=1.[Br:16][CH2:17][CH2:18][CH2:19][CH2:20]Br.C([O-])([O-])=O.[K+].[K+]. The catalyst is C(Cl)(Cl)Cl.[Br-].C([N+](CCCC)(CCCC)CCCC)CCC.O. The product is [Br:16][CH2:17][CH2:18][CH2:19][CH2:20][S:13][C:7]1[C:6]2[C:11](=[CH:12][C:3]([C:2]([F:1])([F:14])[F:15])=[CH:4][CH:5]=2)[N:10]=[CH:9][CH:8]=1. The yield is 0.530. (3) The reactants are [SH:1][CH:2]([CH3:10])[C:3]([NH:5][CH2:6][C:7]([OH:9])=[O:8])=[O:4].Br[CH2:12][C:13](=[O:19])[C:14]([O:16][CH2:17][CH3:18])=[O:15]. The catalyst is C(#N)C. The product is [CH2:17]([O:16][C:14](=[O:15])[C:13]([OH:19])=[CH:12][S:1][CH:2]([C:3](=[O:4])[NH:5][CH2:6][C:7]([OH:9])=[O:8])[CH3:10])[CH3:18]. The yield is 0.533. (4) The reactants are C(OC([N:8]1[C:12]([C:13]2[CH:18]=[CH:17][C:16]([C:19]#[C:20][C:21]3[CH:26]=[CH:25][CH:24]=[CH:23][CH:22]=3)=[CH:15][CH:14]=2)=[CH:11][N:10]=[C:9]1[NH:27]C(OC(C)(C)C)=O)=O)(C)(C)C.FC(F)(F)C(O)=O.C1(C)C=CC=CC=1. The catalyst is ClCCl. The product is [C:21]1([C:20]#[C:19][C:16]2[CH:17]=[CH:18][C:13]([C:12]3[NH:8][C:9]([NH2:27])=[N:10][CH:11]=3)=[CH:14][CH:15]=2)[CH:26]=[CH:25][CH:24]=[CH:23][CH:22]=1. The yield is 0.970. (5) The reactants are C([C@@H]1COC(=O)N1[C:14](=[O:40])[C@H:15]([CH3:39])[C@H:16]([C@H:25]1[CH2:29][O:28][C:27]([CH3:31])([CH3:30])[N:26]1[C:32]([O:34][C:35]([CH3:38])([CH3:37])[CH3:36])=[O:33])[O:17][Si:18]([C:21]([CH3:24])([CH3:23])[CH3:22])([CH3:20])[CH3:19])C1C=CC=CC=1.C(O)C.[Li+].[BH4-]. The catalyst is C1COCC1.C(OCC)C.[OH-].[Na+]. The product is [Si:18]([O:17][C@@H:16]([C@H:25]1[CH2:29][O:28][C:27]([CH3:31])([CH3:30])[N:26]1[C:32]([O:34][C:35]([CH3:36])([CH3:38])[CH3:37])=[O:33])[C@@H:15]([CH3:39])[CH2:14][OH:40])([C:21]([CH3:22])([CH3:23])[CH3:24])([CH3:20])[CH3:19]. The yield is 0.710. (6) The reactants are [CH3:1][O:2][C:3]1[C:8](B(O)O)=[CH:7][CH:6]=[CH:5][CH:4]=1.O.[C:13]([OH:17])(=[O:16])[CH:14]=O.[CH3:18][N:19]1[CH2:24][CH2:23][NH:22][CH2:21][CH2:20]1. The catalyst is CC#N. The product is [CH3:1][O:2][C:3]1[CH:4]=[CH:5][CH:6]=[CH:7][C:8]=1[CH:14]([N:22]1[CH2:23][CH2:24][N:19]([CH3:18])[CH2:20][CH2:21]1)[C:13]([OH:17])=[O:16]. The yield is 0.870. (7) The reactants are [F:1][C:2]([F:17])([C:6]1[CH:11]=[CH:10][C:9]([O:12][CH:13]([CH3:15])[CH3:14])=[C:8]([F:16])[CH:7]=1)[C:3]([OH:5])=O.P(Cl)(Cl)(Cl)=O.Cl.[NH2:24][CH2:25][C:26]1[CH:27]=[C:28]2[C:32](=[CH:33][CH:34]=1)[C:31](=[O:35])[N:30]([CH:36]1[CH2:41][CH2:40][C:39](=[O:42])[NH:38][C:37]1=[O:43])[CH2:29]2.C(=O)(O)[O-].[Na+]. The catalyst is N1C=CC=CC=1. The product is [O:43]=[C:37]1[CH:36]([N:30]2[CH2:29][C:28]3[C:32](=[CH:33][CH:34]=[C:26]([CH2:25][NH:24][C:3](=[O:5])[C:2]([F:1])([F:17])[C:6]4[CH:11]=[CH:10][C:9]([O:12][CH:13]([CH3:15])[CH3:14])=[C:8]([F:16])[CH:7]=4)[CH:27]=3)[C:31]2=[O:35])[CH2:41][CH2:40][C:39](=[O:42])[NH:38]1. The yield is 0.130. (8) The reactants are [S:1]1[CH:5]=[CH:4][C:3]2[CH:6]=[CH:7][CH:8]=[CH:9][C:2]1=2.C([Li])CCC.[Br:15][C:16]1[CH:17]=[CH:18][C:19]([F:24])=[C:20]([CH:23]=1)[CH:21]=[O:22]. The catalyst is O1CCCC1.CCCCCC. The product is [S:1]1[C:2]2[CH:9]=[CH:8][CH:7]=[CH:6][C:3]=2[CH:4]=[C:5]1[CH:21]([C:20]1[CH:23]=[C:16]([Br:15])[CH:17]=[CH:18][C:19]=1[F:24])[OH:22]. The yield is 0.848. (9) The reactants are Cl[C:2]1[C:3]2[S:10][CH:9]=[C:8]([C:11]([NH:13][C:14]3[CH:19]=[C:18]([NH:20][C:21]([C:23]4[NH:27][C:26]([S:28]([CH3:31])(=[O:30])=[O:29])=[N:25][C:24]=4[C:32]4[CH:37]=[CH:36][C:35]([F:38])=[CH:34][CH:33]=4)=[O:22])[CH:17]=[CH:16][C:15]=3[CH3:39])=[O:12])[C:4]=2[N:5]=[CH:6][N:7]=1.[NH3:40].CC(O)C. No catalyst specified. The product is [NH2:40][C:2]1[C:3]2[S:10][CH:9]=[C:8]([C:11]([NH:13][C:14]3[CH:19]=[C:18]([NH:20][C:21]([C:23]4[NH:27][C:26]([S:28]([CH3:31])(=[O:30])=[O:29])=[N:25][C:24]=4[C:32]4[CH:37]=[CH:36][C:35]([F:38])=[CH:34][CH:33]=4)=[O:22])[CH:17]=[CH:16][C:15]=3[CH3:39])=[O:12])[C:4]=2[N:5]=[CH:6][N:7]=1. The yield is 0.590. (10) The reactants are [Cl:1][C:2]1[C:17]([Cl:18])=[CH:16][C:5]2[N:6]([C@@H:9]3[CH2:14][CH2:13][CH2:12][CH2:11][C@H:10]3[OH:15])[CH:7]=[N:8][C:4]=2[CH:3]=1.N1C=CC=CC=1.[C:25](OC(=O)C)(=[O:27])[CH3:26]. No catalyst specified. The product is [C:25]([O:15][C@@H:10]1[CH2:11][CH2:12][CH2:13][CH2:14][C@H:9]1[N:6]1[C:5]2[CH:16]=[C:17]([Cl:18])[C:2]([Cl:1])=[CH:3][C:4]=2[N:8]=[CH:7]1)(=[O:27])[CH3:26]. The yield is 0.970.